Dataset: Full USPTO retrosynthesis dataset with 1.9M reactions from patents (1976-2016). Task: Predict the reactants needed to synthesize the given product. (1) Given the product [C:2]([O:1][C:2]1[C:3]([CH2:19][N:20]2[CH2:25][C:26](=[O:28])[O:23][C:22](=[O:24])[CH2:21]2)=[CH:4][CH:5]=[C:6]([CH2:9][N:10]2[CH2:11][C:12](=[O:14])[O:13][C:16](=[O:18])[CH2:15]2)[C:7]=1[O:8][C:7](=[O:8])[CH3:6])(=[O:1])[CH3:3], predict the reactants needed to synthesize it. The reactants are: [OH:1][C:2]1[C:7]([OH:8])=[C:6]([CH2:9][N:10]([CH2:15][C:16]([OH:18])=O)[CH2:11][C:12]([OH:14])=[O:13])[CH:5]=[CH:4][C:3]=1[CH2:19][N:20]([CH2:25][C:26]([OH:28])=O)[CH2:21][C:22]([OH:24])=[O:23]. (2) Given the product [CH3:1][O:2][C:3]1[CH:4]=[C:5]([CH:20]=[C:21]([O:31][CH3:32])[C:22]=1[OH:23])[CH:6]=[CH:7][C:8]1[CH:12]=[C:11]([OH:13])[N:10]([C:14]2[CH:19]=[CH:18][CH:17]=[CH:16][N:15]=2)[N:9]=1, predict the reactants needed to synthesize it. The reactants are: [CH3:1][O:2][C:3]1[CH:4]=[C:5]([CH:20]=[C:21]([O:31][CH3:32])[C:22]=1[O:23][Si](C(C)(C)C)(C)C)/[CH:6]=[CH:7]/[C:8]1[CH:12]=[C:11]([OH:13])[N:10]([C:14]2[CH:19]=[CH:18][CH:17]=[CH:16][N:15]=2)[N:9]=1.[Si](OC(C1C=NN(C2C=CC=CN=2)C=1O)=CC1C=CC=CC=1)(C(C)(C)C)(C)C. (3) Given the product [OH:29][C@@H:28]([CH2:30][N:31]1[CH2:36][CH2:35][O:34][CH2:33][CH2:32]1)[CH2:27][O:26][C:13]1[CH:14]=[CH:15][C:16]2[C:17]3[N:18]([CH2:23][CH2:24][N:25]=3)[C:19]([NH:22][C:44]([C:43]3[C:38]([CH3:37])=[N:39][CH:40]=[CH:41][CH:42]=3)=[O:45])=[N:20][C:21]=2[C:12]=1[O:11][CH3:10], predict the reactants needed to synthesize it. The reactants are: CS(OC[C@H]1OC1)(=O)=O.[CH3:10][O:11][C:12]1[C:21]2[N:20]=[C:19]([NH2:22])[N:18]3[CH2:23][CH2:24][N:25]=[C:17]3[C:16]=2[CH:15]=[CH:14][C:13]=1[O:26][CH2:27][C@H:28]1[CH2:30][O:29]1.[NH:31]1[CH2:36][CH2:35][O:34][CH2:33][CH2:32]1.[CH3:37][C:38]1[C:43]([C:44](O)=[O:45])=[CH:42][CH:41]=[CH:40][N:39]=1. (4) Given the product [NH2:8][C:6]1[CH:5]=[C:4]2[C:3]([CH2:14][C:15](=[O:17])[NH:11]2)=[C:2]([Cl:1])[CH:7]=1, predict the reactants needed to synthesize it. The reactants are: [Cl:1][C:2]1[CH:7]=[C:6]([N+:8]([O-])=O)[CH:5]=[C:4]([N+:11]([O-])=O)[C:3]=1[CH2:14][C:15]([O:17]C)=O.[Cl-].[NH4+].C(O)C. (5) The reactants are: [F:1][C:2]([F:11])([F:10])[C:3]1[N:8]=[CH:7][C:6]([NH2:9])=[CH:5][CH:4]=1.[CH3:12][O:13][C:14](=[O:35])[CH2:15][CH:16]1[CH2:21][CH2:20][CH:19]([C:22]2[CH:27]=[CH:26][C:25]([C:28]3[CH:29]=[N:30][C:31](Cl)=[N:32][CH:33]=3)=[CH:24][CH:23]=2)[CH2:18][CH2:17]1.CC(C1C=C(C(C)C)C(C2C=CC=CC=2P(C2CCCCC2)C2CCCCC2)=C(C(C)C)C=1)C.C([O-])([O-])=O.[Cs+].[Cs+]. Given the product [CH3:12][O:13][C:14](=[O:35])[CH2:15][CH:16]1[CH2:17][CH2:18][CH:19]([C:22]2[CH:23]=[CH:24][C:25]([C:28]3[CH:33]=[N:32][C:31]([NH:9][C:6]4[CH:7]=[N:8][C:3]([C:2]([F:1])([F:10])[F:11])=[CH:4][CH:5]=4)=[N:30][CH:29]=3)=[CH:26][CH:27]=2)[CH2:20][CH2:21]1, predict the reactants needed to synthesize it. (6) Given the product [CH2:8]([O:7][C:1](=[O:6])/[CH:2]=[CH:3]\[CH2:4][CH3:5])[CH3:9], predict the reactants needed to synthesize it. The reactants are: [C:1]([O:7][CH2:8][CH3:9])(=[O:6])[C:2]#[C:3][CH2:4][CH3:5].